This data is from Reaction yield outcomes from USPTO patents with 853,638 reactions. The task is: Predict the reaction yield, written as a fraction of the theoretical maximum amount of product (1.0 means a 100% yield; for example, 0.34 means a 34% yield). (1) The reactants are [CH3:1][C@H:2]1[CH2:7][N:6]2[C:8]([C:11]3[CH:16]=[N:15][CH:14]=[CH:13][N:12]=3)=[N:9][N:10]=[C:5]2[CH2:4][N:3]1[C:17]([O:19][C:20]([CH3:23])([CH3:22])[CH3:21])=[O:18].C(#N)C.O.I([O-])(=O)(=O)=[O:29].[Na+]. The catalyst is C(Cl)(Cl)Cl.O.[Ru](=O)=O. The product is [CH3:1][C@H:2]1[CH2:7][N:6]2[C:8]([C:11]3[CH:16]=[N:15][CH:14]=[CH:13][N:12]=3)=[N:9][N:10]=[C:5]2[C:4](=[O:29])[N:3]1[C:17]([O:19][C:20]([CH3:22])([CH3:21])[CH3:23])=[O:18]. The yield is 0.480. (2) The reactants are [CH:1]([N:4]1[CH2:9][CH2:8][N:7]([C:10]([C:12]2[CH:13]=[C:14]3[C:18](=[CH:19][CH:20]=2)[NH:17][C:16]([C:21]([N:23]2[CH2:28][CH2:27][N:26]([C:29]([N:31]4[CH2:36][CH2:35][CH2:34][CH2:33][CH2:32]4)=[O:30])[CH2:25][CH2:24]2)=[O:22])=[CH:15]3)=[O:11])[CH2:6][CH2:5]1)([CH3:3])[CH3:2].[Cl:37][C:38]1[CH:39]=[C:40](B(O)O)[CH:41]=[CH:42][CH:43]=1. No catalyst specified. The product is [Cl:37][C:38]1[CH:43]=[C:42]([N:17]2[C:18]3[C:14](=[CH:13][C:12]([C:10]([N:7]4[CH2:6][CH2:5][N:4]([CH:1]([CH3:3])[CH3:2])[CH2:9][CH2:8]4)=[O:11])=[CH:20][CH:19]=3)[CH:15]=[C:16]2[C:21]([N:23]2[CH2:24][CH2:25][N:26]([C:29]([N:31]3[CH2:36][CH2:35][CH2:34][CH2:33][CH2:32]3)=[O:30])[CH2:27][CH2:28]2)=[O:22])[CH:41]=[CH:40][CH:39]=1. The yield is 0.490. (3) The reactants are C(OC(=O)[NH:7][CH2:8][CH2:9][N:10]1[CH2:14][CH2:13][CH2:12][CH:11]1[C:15](=[O:27])[NH:16][CH:17]1[CH:24]2[CH2:25][CH:20]3[CH2:21][CH:22]([CH2:26][CH:18]1[CH2:19]3)[CH2:23]2)(C)(C)C.[ClH:29].C(OCC)C. The catalyst is ClCCl.O1CCOCC1. The product is [ClH:29].[CH:18]12[CH2:26][CH:22]3[CH2:21][CH:20]([CH2:25][CH:24]([CH2:23]3)[CH:17]1[NH:16][C:15]([CH:11]1[CH2:12][CH2:13][CH2:14][N:10]1[CH2:9][CH2:8][NH2:7])=[O:27])[CH2:19]2. The yield is 0.640. (4) The reactants are BrCCl.[CH3:4][O:5][C:6]([CH:8]1[CH:13]=[CH:12][C:11]2[CH:14]=[C:15]([F:18])[CH:16]=[CH:17][C:10]=2[O:9]1)=O.[Li]CCCC.CCCCCC. The catalyst is C1COCC1.O. The product is [F:18][C:15]1[CH:16]=[CH:17][C:10]2[O:9][CH:8]([CH:6]3[CH2:4][O:5]3)[CH:13]=[CH:12][C:11]=2[CH:14]=1. The yield is 0.910. (5) The reactants are [OH:1][CH:2]([C:24]1[CH:29]=[CH:28][C:27]([CH:30]([CH3:32])[CH3:31])=[CH:26][CH:25]=1)[C:3]1[C:11]2[O:10][C:9]([CH3:13])([CH3:12])[CH2:8][C:7]=2[C:6]([CH3:14])=[C:5]([NH:15][C:16](=[O:22])[CH2:17][C:18]([CH3:21])([CH3:20])[CH3:19])[C:4]=1[CH3:23]. The catalyst is ClCCl.[O-2].[O-2].[Mn+4]. The product is [CH:30]([C:27]1[CH:26]=[CH:25][C:24]([C:2]([C:3]2[C:11]3[O:10][C:9]([CH3:13])([CH3:12])[CH2:8][C:7]=3[C:6]([CH3:14])=[C:5]([NH:15][C:16](=[O:22])[CH2:17][C:18]([CH3:21])([CH3:20])[CH3:19])[C:4]=2[CH3:23])=[O:1])=[CH:29][CH:28]=1)([CH3:32])[CH3:31]. The yield is 0.750.